Dataset: Forward reaction prediction with 1.9M reactions from USPTO patents (1976-2016). Task: Predict the product of the given reaction. (1) Given the reactants [CH:1]1([C:4]2[CH:5]=[CH:6][C:7]([C:15]([OH:17])=O)=[N:8][C:9]=2[O:10][CH2:11][CH:12]2[CH2:14][CH2:13]2)[CH2:3][CH2:2]1.Cl.[F:19][C:20]([F:29])([F:28])[C:21]1([CH2:26][OH:27])[CH2:25][CH2:24][NH:23][CH2:22]1, predict the reaction product. The product is: [CH:1]1([C:4]2[CH:5]=[CH:6][C:7]([C:15]([N:23]3[CH2:24][CH2:25][C:21]([CH2:26][OH:27])([C:20]([F:28])([F:29])[F:19])[CH2:22]3)=[O:17])=[N:8][C:9]=2[O:10][CH2:11][CH:12]2[CH2:13][CH2:14]2)[CH2:2][CH2:3]1. (2) Given the reactants Br[C:2]1[CH:7]=[CH:6][C:5]([S:8]([NH:11][CH2:12][CH:13]2[CH2:15][CH2:14]2)(=[O:10])=[O:9])=[C:4]([F:16])[CH:3]=1.[C:17]([C:19]1[N:23]([CH3:24])[C:22](B(O)O)=[CH:21][CH:20]=1)#[N:18].[F-].[K+].C(P(C(C)(C)C)C(C)(C)C)(C)(C)C, predict the reaction product. The product is: [C:17]([C:19]1[N:23]([CH3:24])[C:22]([C:2]2[CH:7]=[CH:6][C:5]([S:8]([NH:11][CH2:12][CH:13]3[CH2:15][CH2:14]3)(=[O:10])=[O:9])=[C:4]([F:16])[CH:3]=2)=[CH:21][CH:20]=1)#[N:18]. (3) Given the reactants [NH2:1][C:2]1[CH:7]=[CH:6][C:5]([C:8]2[CH:13]=[CH:12][N:11]=[C:10]([NH:14][C:15]3[CH:20]=[CH:19][C:18]([N:21]4[CH2:26][CH2:25][O:24][CH2:23][CH2:22]4)=[CH:17][CH:16]=3)[N:9]=2)=[CH:4][CH:3]=1.[C:27]([NH:37][C@@H:38]([C:41](O)=[O:42])[CH2:39][OH:40])([O:29][CH2:30][C:31]1[CH:36]=[CH:35][CH:34]=[CH:33][CH:32]=1)=[O:28].CCN(C(C)C)C(C)C.CN(C(ON1N=NC2C=CC=NC1=2)=[N+](C)C)C.F[P-](F)(F)(F)(F)F, predict the reaction product. The product is: [OH:42][CH2:41][C@@H:38]([NH:37][C:27](=[O:28])[O:29][CH2:30][C:31]1[CH:36]=[CH:35][CH:34]=[CH:33][CH:32]=1)[C:39]([NH:1][C:2]1[CH:7]=[CH:6][C:5]([C:8]2[CH:13]=[CH:12][N:11]=[C:10]([NH:14][C:15]3[CH:16]=[CH:17][C:18]([N:21]4[CH2:22][CH2:23][O:24][CH2:25][CH2:26]4)=[CH:19][CH:20]=3)[N:9]=2)=[CH:4][CH:3]=1)=[O:40]. (4) Given the reactants C(OC([N:8]1[CH2:13][CH2:12][CH2:11][CH:10]([N:14]2[C:27]3[CH:26]=[C:25]([Cl:28])[CH:24]=[CH:23][C:22]=3[S:21][C:20]3[C:15]2=[CH:16][CH:17]=[CH:18][CH:19]=3)[CH2:9]1)=O)(C)(C)C.Cl, predict the reaction product. The product is: [Cl:28][C:25]1[CH:24]=[CH:23][C:22]2[S:21][C:20]3[C:15](=[CH:16][CH:17]=[CH:18][CH:19]=3)[N:14]([CH:10]3[CH2:11][CH2:12][CH2:13][NH:8][CH2:9]3)[C:27]=2[CH:26]=1. (5) The product is: [Cl:37][C:32]1[CH:33]=[CH:34][CH:35]=[CH:36][C:31]=1[N:26]1[C:25]([O:24][C:19]2[CH:20]=[CH:21][CH:22]=[CH:23][C:18]=2[NH:17][C:15](=[O:16])[NH:14][C:11]2[CH:10]=[CH:9][C:8]([C:5]([CH3:6])([CH3:7])[C:4]([OH:38])=[O:3])=[CH:13][CH:12]=2)=[CH:29][C:28]([CH3:30])=[N:27]1. Given the reactants C([O:3][C:4](=[O:38])[C:5]([C:8]1[CH:13]=[CH:12][C:11]([NH:14][C:15]([NH:17][C:18]2[CH:23]=[CH:22][CH:21]=[CH:20][C:19]=2[O:24][C:25]2[N:26]([C:31]3[CH:36]=[CH:35][CH:34]=[CH:33][C:32]=3[Cl:37])[N:27]=[C:28]([CH3:30])[CH:29]=2)=[O:16])=[CH:10][CH:9]=1)([CH3:7])[CH3:6])C.[Li+].[OH-], predict the reaction product. (6) Given the reactants Br[C:2]1[CH:3]=[C:4]([C:8]2[N:9]=[C:10]([CH:20]([CH3:22])[CH3:21])[NH:11][C:12]=2[C:13]2[CH:18]=[CH:17][CH:16]=[C:15]([CH3:19])[N:14]=2)[CH:5]=[CH:6][CH:7]=1.[CH3:23][C:24]1[CH:29]=[CH:28][C:27](B(O)O)=[CH:26][CH:25]=1, predict the reaction product. The product is: [CH:20]([C:10]1[NH:11][C:12]([C:13]2[CH:18]=[CH:17][CH:16]=[C:15]([CH3:19])[N:14]=2)=[C:8]([C:4]2[CH:3]=[C:2]([C:27]3[CH:28]=[CH:29][C:24]([CH3:23])=[CH:25][CH:26]=3)[CH:7]=[CH:6][CH:5]=2)[N:9]=1)([CH3:22])[CH3:21]. (7) The product is: [CH:11]([N:14]([CH2:15][C:16]([O:18][CH3:19])=[O:17])[S:7]([C:4]1[CH:5]=[CH:6][N:2]([CH3:1])[N:3]=1)(=[O:9])=[O:8])([CH3:13])[CH3:12]. Given the reactants [CH3:1][N:2]1[CH:6]=[CH:5][C:4]([S:7](Cl)(=[O:9])=[O:8])=[N:3]1.[CH:11]([NH:14][CH2:15][C:16]([O:18][CH3:19])=[O:17])([CH3:13])[CH3:12].CCN(C(C)C)C(C)C, predict the reaction product. (8) The product is: [Cl:37][CH2:38][C:39]([O:34][C@H:9]1[CH2:10][C@H:11]([N:13]2[CH:18]=[C:17]3[CH:19]=[C:20]([C:22]4[CH:27]=[CH:26][C:25]([CH2:28][CH2:29][CH2:30][CH2:31][CH3:32])=[CH:24][CH:23]=4)[O:21][C:16]3=[N:15][C:14]2=[O:33])[O:12][C@@H:8]1[CH2:7][O:6][Si:5]([C:1]([CH3:3])([CH3:2])[CH3:4])([CH3:36])[CH3:35])=[O:40]. Given the reactants [C:1]([Si:5]([CH3:36])([CH3:35])[O:6][CH2:7][CH:8]1[O:12][CH:11]([N:13]2[CH:18]=[C:17]3[CH:19]=[C:20]([C:22]4[CH:27]=[CH:26][C:25]([CH2:28][CH2:29][CH2:30][CH2:31][CH3:32])=[CH:24][CH:23]=4)[O:21][C:16]3=[N:15][C:14]2=[O:33])[CH2:10][CH:9]1[OH:34])([CH3:4])([CH3:3])[CH3:2].[Cl:37][CH2:38][C:39](Cl)=[O:40], predict the reaction product. (9) Given the reactants [C:1](O)(=O)[CH2:2][C:3]([OH:5])=[O:4].[I:8][C:9]1[CH:10]=[C:11]([CH:14]=[CH:15][CH:16]=1)C=O.C([O-])(=O)C.[NH4+:21], predict the reaction product. The product is: [NH2:21][CH:1]([C:15]1[CH:14]=[CH:11][CH:10]=[C:9]([I:8])[CH:16]=1)[CH2:2][C:3]([OH:5])=[O:4].